This data is from Forward reaction prediction with 1.9M reactions from USPTO patents (1976-2016). The task is: Predict the product of the given reaction. Given the reactants Cl.[C:2]1([CH:8]([C@H:10]2[CH2:14][CH2:13][CH2:12][NH:11]2)[OH:9])[CH:7]=[CH:6][CH:5]=[CH:4][CH:3]=1.C([C@H]1CCCN1[C:22]([O:24][C:25]([CH3:28])([CH3:27])[CH3:26])=[O:23])=O.C1([Mg]Br)C=CC=CC=1.[Cl-].[NH4+], predict the reaction product. The product is: [OH:9][CH:8]([C:2]1[CH:3]=[CH:4][CH:5]=[CH:6][CH:7]=1)[C@H:10]1[CH2:14][CH2:13][CH2:12][N:11]1[C:22]([O:24][C:25]([CH3:28])([CH3:27])[CH3:26])=[O:23].